This data is from Forward reaction prediction with 1.9M reactions from USPTO patents (1976-2016). The task is: Predict the product of the given reaction. (1) Given the reactants [Cl:1][C:2]1[CH:7]=[CH:6][CH:5]=[C:4]([F:8])[C:3]=1[C:9]1[C:13]([C:14]([NH:16][NH:17][CH:18]=O)=O)=[C:12]([C:20]2[CH:21]=[N:22][N:23]([C:29]3[CH:34]=[CH:33][CH:32]=[C:31]([Cl:35])[CH:30]=3)[C:24]=2[C:25]([F:28])([F:27])[F:26])[O:11][N:10]=1.COC1C=CC(P2(SP(C3C=CC(OC)=CC=3)(=S)S2)=[S:45])=CC=1, predict the reaction product. The product is: [Cl:1][C:2]1[CH:7]=[CH:6][CH:5]=[C:4]([F:8])[C:3]=1[C:9]1[C:13]([C:14]2[S:45][CH:18]=[N:17][N:16]=2)=[C:12]([C:20]2[CH:21]=[N:22][N:23]([C:29]3[CH:34]=[CH:33][CH:32]=[C:31]([Cl:35])[CH:30]=3)[C:24]=2[C:25]([F:28])([F:27])[F:26])[O:11][N:10]=1. (2) Given the reactants [Cl:1][C:2]1[CH:3]=[C:4]([NH2:19])[CH:5]=[N:6][C:7]=1[O:8][C:9]1[CH:10]=[N:11][C:12]2[C:17]([CH:18]=1)=[CH:16][CH:15]=[CH:14][CH:13]=2.[F:20][C:21]1[CH:26]=[CH:25][C:24]([S:27](Cl)(=[O:29])=[O:28])=[CH:23][CH:22]=1, predict the reaction product. The product is: [Cl:1][C:2]1[CH:3]=[C:4]([NH:19][S:27]([C:24]2[CH:25]=[CH:26][C:21]([F:20])=[CH:22][CH:23]=2)(=[O:29])=[O:28])[CH:5]=[N:6][C:7]=1[O:8][C:9]1[CH:10]=[N:11][C:12]2[C:17]([CH:18]=1)=[CH:16][CH:15]=[CH:14][CH:13]=2.